From a dataset of TCR-epitope binding with 47,182 pairs between 192 epitopes and 23,139 TCRs. Binary Classification. Given a T-cell receptor sequence (or CDR3 region) and an epitope sequence, predict whether binding occurs between them. (1) The epitope is SLFNTVATLY. The TCR CDR3 sequence is CSARTLEGILTTGETQYF. Result: 0 (the TCR does not bind to the epitope). (2) The epitope is SEVGPEHSLAEY. The TCR CDR3 sequence is CASGMTGLTSEQYF. Result: 0 (the TCR does not bind to the epitope). (3) The epitope is TLIGDCATV. The TCR CDR3 sequence is CALGAESSYEQYF. Result: 1 (the TCR binds to the epitope). (4) The epitope is WICLLQFAY. The TCR CDR3 sequence is CASSPGQGFKTQYF. Result: 0 (the TCR does not bind to the epitope).